From a dataset of Reaction yield outcomes from USPTO patents with 853,638 reactions. Predict the reaction yield, written as a fraction of the theoretical maximum amount of product (1.0 means a 100% yield; for example, 0.34 means a 34% yield). (1) The reactants are [N+:1]([C:4]1[N:5]([CH2:9][C:10]2[N:11]=[N:12][N:13]([CH2:15][CH2:16][OH:17])[CH:14]=2)[CH:6]=[CH:7][N:8]=1)([O-:3])=[O:2].[O:18](S(C1C=CC(C)=CC=1)(=O)=O)[S:19]([C:22]1[CH:28]=[CH:27][C:25]([CH3:26])=[CH:24][CH:23]=1)(=O)=[O:20]. The catalyst is C(Cl)Cl. The product is [CH3:26][C:25]1[CH:27]=[CH:28][C:22]([S:19]([O:17][CH2:16][CH2:15][N:13]2[CH:14]=[C:10]([CH2:9][N:5]3[CH:6]=[CH:7][N:8]=[C:4]3[N+:1]([O-:3])=[O:2])[N:11]=[N:12]2)(=[O:20])=[O:18])=[CH:23][CH:24]=1. The yield is 0.530. (2) The reactants are [CH3:1][O:2][C:3](=[O:28])[NH:4][CH:5]([C:9]([N:11]1[CH2:15][CH2:14][CH2:13][CH:12]1[C:16]1[NH:17][C:18]([C:21]2[CH:26]=[CH:25][C:24]([Br:27])=[CH:23][CH:22]=2)=[CH:19][N:20]=1)=[O:10])[CH:6]([CH3:8])[CH3:7].[H-].[Na+].[CH3:31][Si:32]([CH2:35][CH2:36][O:37][CH2:38]Cl)([CH3:34])[CH3:33]. The catalyst is CN(C=O)C.CCOC(C)=O. The product is [CH3:1][O:2][C:3](=[O:28])[NH:4][CH:5]([C:9]([N:11]1[CH2:15][CH2:14][CH2:13][CH:12]1[C:16]1[N:17]([CH2:38][O:37][CH2:36][CH2:35][Si:32]([CH3:34])([CH3:33])[CH3:31])[C:18]([C:21]2[CH:22]=[CH:23][C:24]([Br:27])=[CH:25][CH:26]=2)=[CH:19][N:20]=1)=[O:10])[CH:6]([CH3:8])[CH3:7]. The yield is 0.710. (3) The reactants are [Cl:1][C:2]1[CH:7]=[CH:6][N:5]=[C:4]2[CH:8]=[CH:9][S:10][C:3]=12.[Li]CCCC.[O:16]1[CH2:21][CH2:20][CH2:19][O:18][CH:17]1[C:22]1[N:26]([CH3:27])[C:25](I)=[N:24][CH:23]=1. The catalyst is C1COCC1.[OH-].[NH4+].CCOC(C)=O.[Cl-].[Cl-].[Zn+2].C1C=CC([P]([Pd]([P](C2C=CC=CC=2)(C2C=CC=CC=2)C2C=CC=CC=2)([P](C2C=CC=CC=2)(C2C=CC=CC=2)C2C=CC=CC=2)[P](C2C=CC=CC=2)(C2C=CC=CC=2)C2C=CC=CC=2)(C2C=CC=CC=2)C2C=CC=CC=2)=CC=1. The product is [O:18]1[CH2:19][CH2:20][CH2:21][O:16][CH:17]1[C:22]1[N:26]([CH3:27])[C:25]([C:9]2[S:10][C:3]3[C:4](=[N:5][CH:6]=[CH:7][C:2]=3[Cl:1])[CH:8]=2)=[N:24][CH:23]=1. The yield is 0.870. (4) The product is [CH3:21][S:22]([O:1][CH:2]1[CH2:6][CH2:5][N:4]([C:7]([O:9][C:10]([CH3:13])([CH3:12])[CH3:11])=[O:8])[CH2:3]1)(=[O:24])=[O:23]. The reactants are [OH:1][CH:2]1[CH2:6][CH2:5][N:4]([C:7]([O:9][C:10]([CH3:13])([CH3:12])[CH3:11])=[O:8])[CH2:3]1.C(N(CC)CC)C.[CH3:21][S:22](Cl)(=[O:24])=[O:23]. The yield is 1.00. The catalyst is C(Cl)Cl.